This data is from Full USPTO retrosynthesis dataset with 1.9M reactions from patents (1976-2016). The task is: Predict the reactants needed to synthesize the given product. (1) Given the product [OH:8][C:5]1[CH:6]=[CH:7][C:2]([C:16]2[CH:15]=[CH:14][CH:13]=[C:12]([C:9](=[O:11])[CH3:10])[CH:17]=2)=[CH:3][CH:4]=1, predict the reactants needed to synthesize it. The reactants are: I[C:2]1[CH:7]=[CH:6][C:5]([OH:8])=[CH:4][CH:3]=1.[C:9]([C:12]1[CH:13]=[C:14](B(O)O)[CH:15]=[CH:16][CH:17]=1)(=[O:11])[CH3:10].C([O-])([O-])=O.[Na+].[Na+].C(Cl)Cl. (2) Given the product [CH3:11][C:9]1[N:10]=[C:5]2[C:4]([O:12][CH2:13][C:14]3[CH:19]=[CH:18][C:17]([O:20][CH3:21])=[CH:16][CH:15]=3)=[CH:3][C:2]([N:24]3[CH:25]=[CH:26][CH:27]=[CH:28][C:23]3=[O:22])=[CH:7][N:6]2[CH:8]=1, predict the reactants needed to synthesize it. The reactants are: Br[C:2]1[CH:3]=[C:4]([O:12][CH2:13][C:14]2[CH:19]=[CH:18][C:17]([O:20][CH3:21])=[CH:16][CH:15]=2)[C:5]2[N:6]([CH:8]=[C:9]([CH3:11])[N:10]=2)[CH:7]=1.[OH:22][C:23]1[CH:28]=[CH:27][CH:26]=[CH:25][N:24]=1.P([O-])([O-])([O-])=O.[K+].[K+].[K+].CNCCNC. (3) Given the product [O:59]=[C:58]1[NH:60][CH:47]([C:46]2[CH:45]=[CH:44][C:41]([C:42]#[N:43])=[CH:40][C:39]=2[S:36]([CH2:34][CH3:35])(=[O:37])=[O:38])[C:27]2[C:26](=[O:33])[CH2:31][CH2:30][CH2:29][C:28]=2[N:57]1[C:53]1[CH:54]=[CH:55][CH:56]=[C:51]([C:50]([F:49])([F:61])[F:62])[CH:52]=1, predict the reactants needed to synthesize it. The reactants are: P(OCC)(OCC)(OCC)=O.O=P12OP3(OP(OP(O3)(O1)=O)(=O)O2)=O.[C:26]1(=[O:33])[CH2:31][CH2:30][CH2:29][C:28](=O)[CH2:27]1.[CH2:34]([S:36]([C:39]1[CH:40]=[C:41]([CH:44]=[CH:45][C:46]=1[CH:47]=O)[C:42]#[N:43])(=[O:38])=[O:37])[CH3:35].[F:49][C:50]([F:62])([F:61])[C:51]1[CH:52]=[C:53]([NH:57][C:58]([NH2:60])=[O:59])[CH:54]=[CH:55][CH:56]=1. (4) Given the product [Si:1]([O:8][CH2:9][CH2:10][N:11]([C:38]#[N:37])[C:12]1[CH:13]=[CH:14][C:15]([NH:18][C:19]([C:21]2[C:22]([NH:28][C:29]([C:31]3[S:32][C:33]([Cl:36])=[CH:34][CH:35]=3)=[O:30])=[N:23][C:24]([CH3:27])=[N:25][CH:26]=2)=[O:20])=[CH:16][CH:17]=1)([C:4]([CH3:7])([CH3:5])[CH3:6])([CH3:2])[CH3:3], predict the reactants needed to synthesize it. The reactants are: [Si:1]([O:8][CH2:9][CH2:10][NH:11][C:12]1[CH:17]=[CH:16][C:15]([NH:18][C:19]([C:21]2[C:22]([NH:28][C:29]([C:31]3[S:32][C:33]([Cl:36])=[CH:34][CH:35]=3)=[O:30])=[N:23][C:24]([CH3:27])=[N:25][CH:26]=2)=[O:20])=[CH:14][CH:13]=1)([C:4]([CH3:7])([CH3:6])[CH3:5])([CH3:3])[CH3:2].[N:37]#[C:38]Br.C(=O)(O)[O-].[Na+].